From a dataset of Forward reaction prediction with 1.9M reactions from USPTO patents (1976-2016). Predict the product of the given reaction. (1) Given the reactants [CH3:1][O:2][C:3]1[CH:4]=[C:5]([CH:9]2[C:17]3[C:12](=[CH:13][CH:14]=[CH:15][CH:16]=3)[C:11]([C:18]3[CH:23]=[CH:22][C:21]4[O:24][CH2:25][O:26][C:20]=4[CH:19]=3)=[C:10]2[C:27]([O:29]CC)=[O:28])[CH:6]=[CH:7][CH:8]=1.OC1(C2C=CC=C(OC)C=2)C2C(=CC=CC=2)C(C2C=CC3OCOC=3C=2)=C1C(OCC)=O.C([SiH](CC)CC)C.B(F)(F)F.CCOCC.Cl, predict the reaction product. The product is: [CH3:1][O:2][C:3]1[CH:4]=[C:5]([CH:9]2[C:17]3[C:12](=[CH:13][CH:14]=[CH:15][CH:16]=3)[CH:11]([C:18]3[CH:23]=[CH:22][C:21]4[O:24][CH2:25][O:26][C:20]=4[CH:19]=3)[CH:10]2[C:27]([OH:29])=[O:28])[CH:6]=[CH:7][CH:8]=1. (2) Given the reactants [CH2:1]([NH2:10])[CH2:2][CH2:3][CH2:4][CH2:5][CH2:6][CH2:7][CH2:8][NH2:9].[C:11](#[N:14])[CH:12]=[CH2:13], predict the reaction product. The product is: [C:11]([CH2:12][CH2:13][N:9]([CH2:3][CH2:2][C:1]#[N:10])[CH2:8][CH2:7][CH2:6][CH2:5][CH2:4][CH2:3][CH2:2][CH2:1][N:10]([CH2:6][CH2:7][C:8]#[N:9])[CH2:13][CH2:12][C:11]#[N:14])#[N:14]. (3) Given the reactants [NH2:1][C:2]1[C:11]([CH3:12])=[CH:10][CH:9]=[C:8]2[C:3]=1[CH:4]=[CH:5][N:6]=[C:7]2[NH:13][C:14]1[CH:21]=[CH:20][C:17]([C:18]#[N:19])=[CH:16][CH:15]=1.F[C:23]1[C:28]([C:29]2[C:30]3[NH:37][CH:36]=[CH:35][C:31]=3[N:32]=[CH:33][N:34]=2)=[CH:27][CH:26]=[CH:25][N:24]=1.C[Si]([N-][Si](C)(C)C)(C)C.[Li+].Cl.C([O-])(O)=O.[Na+], predict the reaction product. The product is: [N:32]1[C:31]2[CH:35]=[CH:36][NH:37][C:30]=2[C:29]([C:28]2[C:23]([NH:1][C:2]3[C:11]([CH3:12])=[CH:10][CH:9]=[C:8]4[C:3]=3[CH:4]=[CH:5][N:6]=[C:7]4[NH:13][C:14]3[CH:21]=[CH:20][C:17]([C:18]#[N:19])=[CH:16][CH:15]=3)=[N:24][CH:25]=[CH:26][CH:27]=2)=[N:34][CH:33]=1. (4) Given the reactants [C:1]([O:5][C:6](=[O:31])[N:7]([C:16]1[S:17][CH:18]=[CH:19][C@:20]([C:23]2[CH:28]=[CH:27][CH:26]=[C:25]([F:29])[C:24]=2[F:30])([CH3:22])[N:21]=1)[CH2:8][O:9][CH2:10][CH2:11][Si:12]([CH3:15])([CH3:14])[CH3:13])([CH3:4])([CH3:3])[CH3:2].C([N-]C(C)C)(C)C.[Li+].Cl[C:41]([O:43][CH2:44][CH3:45])=[O:42], predict the reaction product. The product is: [C:1]([O:5][C:6]([N:7]([CH2:8][O:9][CH2:10][CH2:11][Si:12]([CH3:15])([CH3:14])[CH3:13])[C:16]1[S:17][C:18]([C:41]([O:43][CH2:44][CH3:45])=[O:42])=[CH:19][C@:20]([C:23]2[CH:28]=[CH:27][CH:26]=[C:25]([F:29])[C:24]=2[F:30])([CH3:22])[N:21]=1)=[O:31])([CH3:2])([CH3:3])[CH3:4]. (5) Given the reactants [NH:1]1[C:9]2[C:4](=[CH:5][CH:6]=[C:7]([C:10]#[N:11])[CH:8]=2)[CH:3]=[CH:2]1.[H-].[Na+].I[CH3:15], predict the reaction product. The product is: [CH3:15][N:1]1[C:9]2[C:4](=[CH:5][CH:6]=[C:7]([C:10]#[N:11])[CH:8]=2)[CH:3]=[CH:2]1. (6) The product is: [CH3:1][O:2][C:3]1[C:8]([C:9](=[O:16])[CH2:10][C:11]([O:13][CH2:14][CH3:15])=[O:12])=[CH:7][CH:6]=[C:5]([O:19][CH3:20])[N:4]=1. Given the reactants [CH3:1][O:2][C:3]1[C:8]([C:9]([O:16]CC)=[CH:10][C:11]([O:13][CH2:14][CH3:15])=[O:12])=[CH:7][CH:6]=[C:5]([O:19][CH3:20])[N:4]=1.Cl.C(=O)(O)[O-].[Na+], predict the reaction product.